From a dataset of Full USPTO retrosynthesis dataset with 1.9M reactions from patents (1976-2016). Predict the reactants needed to synthesize the given product. (1) Given the product [O:14]=[CH:3][C@@H:8]([C@H:7]([C@@H:6]([C@@H:5]([C:4]([OH:13])=[O:1])[OH:12])[OH:11])[OH:10])[OH:9], predict the reactants needed to synthesize it. The reactants are: [O:1]=O.[CH:3]1([OH:14])[CH:8]([OH:9])[CH:7]([OH:10])[CH:6]([OH:11])[CH:5]([OH:12])[CH:4]1[OH:13]. (2) Given the product [Cl:35][C:32]1[CH:31]=[CH:30][C:29]([C:27]([C:26]2[C:25]([CH3:36])=[C:24]([CH3:37])[S:23][C:22]=2[C:7]2[C:8]([CH3:11])=[N:9][O:10][C:6]=2[CH2:5][OH:4])=[O:28])=[CH:34][CH:33]=1, predict the reactants needed to synthesize it. The reactants are: C([O:4][CH2:5][C:6]1[O:10][N:9]=[C:8]([CH3:11])[C:7]=1B1OC(C)(C)C(C)(C)O1)(=O)C.Br[C:22]1[S:23][C:24]([CH3:37])=[C:25]([CH3:36])[C:26]=1[C:27]([C:29]1[CH:34]=[CH:33][C:32]([Cl:35])=[CH:31][CH:30]=1)=[O:28].C([O-])([O-])=O.[K+].[K+].N#N.[OH-].[Na+].C([O-])(=O)C.Cl.C. (3) The reactants are: [CH3:1][O:2][C:3]1[CH:12]=[CH:11][C:10]([N:13]2[CH2:18][CH2:17][N:16]([CH3:19])[CH2:15][CH2:14]2)=[C:9]2[C:4]=1[CH2:5][CH2:6][NH:7][CH2:8]2.[CH:20]([C:23]1[CH:33]=[CH:32][C:26]([O:27][CH2:28][C:29](O)=[O:30])=[CH:25][CH:24]=1)([CH3:22])[CH3:21].C(N(CC)CC)C.CN(C(ON1N=NC2C=CC=NC1=2)=[N+](C)C)C.F[P-](F)(F)(F)(F)F. Given the product [CH:20]([C:23]1[CH:33]=[CH:32][C:26]([O:27][CH2:28][C:29]([N:7]2[CH2:6][CH2:5][C:4]3[C:9](=[C:10]([N:13]4[CH2:14][CH2:15][N:16]([CH3:19])[CH2:17][CH2:18]4)[CH:11]=[CH:12][C:3]=3[O:2][CH3:1])[CH2:8]2)=[O:30])=[CH:25][CH:24]=1)([CH3:22])[CH3:21], predict the reactants needed to synthesize it. (4) Given the product [CH3:9][N:10]1[C:11]2[C:16](=[CH:15][CH:14]=[CH:13][CH:12]=2)[CH:17]([C:24]([O:26][C:27]2[CH:32]=[CH:31][C:30]([OH:33])=[CH:29][CH:28]=2)=[O:25])[C:18]2[CH:19]=[CH:20][CH:21]=[CH:22][C:23]1=2, predict the reactants needed to synthesize it. The reactants are: FC(F)(F)S([O-])(=O)=O.[CH3:9][N+:10]1[C:23]2[C:18](=[CH:19][CH:20]=[CH:21][CH:22]=2)[C:17]([C:24]([O:26][C:27]2[CH:32]=[CH:31][C:30]([O:33][Si](C(C)(C)C)(C)C)=[CH:29][CH:28]=2)=[O:25])=[C:16]2[C:11]=1[CH:12]=[CH:13][CH:14]=[CH:15]2.[NH4+].[Cl-]. (5) Given the product [CH3:34][O:28][C:27](=[O:29])[C:26]1[CH:30]=[CH:31][C:23]([NH:22][C:2]2[N:3]=[CH:4][C:5]3[N:11]([CH3:12])[C:10](=[O:13])[C:9]([F:15])([F:14])[CH2:8][N:7]([CH:16]4[CH2:20][CH2:19][CH2:18][CH2:17]4)[C:6]=3[N:21]=2)=[C:24]([F:33])[C:25]=1[F:32], predict the reactants needed to synthesize it. The reactants are: Cl[C:2]1[N:3]=[CH:4][C:5]2[N:11]([CH3:12])[C:10](=[O:13])[C:9]([F:15])([F:14])[CH2:8][N:7]([CH:16]3[CH2:20][CH2:19][CH2:18][CH2:17]3)[C:6]=2[N:21]=1.[NH2:22][C:23]1[CH:31]=[CH:30][C:26]([C:27]([OH:29])=[O:28])=[C:25]([F:32])[C:24]=1[F:33].[C:34](=O)([O-])[O-].[Cs+].[Cs+]. (6) Given the product [N:10]1[CH:11]=[CH:12][CH:13]=[C:8]([C:18]2[CH:19]=[CH:20][C:15]([OH:14])=[CH:16][CH:17]=2)[CH:9]=1, predict the reactants needed to synthesize it. The reactants are: C([O-])([O-])=O.[Na+].[Na+].Br[C:8]1[CH:9]=[N:10][CH:11]=[CH:12][CH:13]=1.[OH:14][C:15]1[CH:20]=[CH:19][C:18](B(O)O)=[CH:17][CH:16]=1.